This data is from Catalyst prediction with 721,799 reactions and 888 catalyst types from USPTO. The task is: Predict which catalyst facilitates the given reaction. (1) Reactant: [NH2:1][C:2]1[C:3]([C:9]([O:11][CH3:12])=[O:10])=[N:4][C:5]([Br:8])=[CH:6][N:7]=1.[C:13](O[C:13]([O:15][C:16]([CH3:19])([CH3:18])[CH3:17])=[O:14])([O:15][C:16]([CH3:19])([CH3:18])[CH3:17])=[O:14]. Product: [C:16]([O:15][C:13]([N:1]([C:13]([O:15][C:16]([CH3:19])([CH3:18])[CH3:17])=[O:14])[C:2]1[C:3]([C:9]([O:11][CH3:12])=[O:10])=[N:4][C:5]([Br:8])=[CH:6][N:7]=1)=[O:14])([CH3:19])([CH3:18])[CH3:17]. The catalyst class is: 166. (2) Reactant: C[O:2][C:3](=[O:23])[C:4]1[CH:9]=[CH:8][C:7]([O:10][CH3:11])=[C:6]([O:12][CH2:13][CH2:14][C:15]2[CH:20]=[CH:19][C:18]([Cl:21])=[CH:17][C:16]=2[Cl:22])[CH:5]=1.O.O.[OH-].[Li+].Cl. Product: [Cl:22][C:16]1[CH:17]=[C:18]([Cl:21])[CH:19]=[CH:20][C:15]=1[CH2:14][CH2:13][O:12][C:6]1[CH:5]=[C:4]([CH:9]=[CH:8][C:7]=1[O:10][CH3:11])[C:3]([OH:23])=[O:2]. The catalyst class is: 5.